Dataset: NCI-60 drug combinations with 297,098 pairs across 59 cell lines. Task: Regression. Given two drug SMILES strings and cell line genomic features, predict the synergy score measuring deviation from expected non-interaction effect. (1) Drug 1: CC(C1=C(C=CC(=C1Cl)F)Cl)OC2=C(N=CC(=C2)C3=CN(N=C3)C4CCNCC4)N. Drug 2: CC1CCC2CC(C(=CC=CC=CC(CC(C(=O)C(C(C(=CC(C(=O)CC(OC(=O)C3CCCCN3C(=O)C(=O)C1(O2)O)C(C)CC4CCC(C(C4)OC)OCCO)C)C)O)OC)C)C)C)OC. Cell line: UACC-257. Synergy scores: CSS=-3.17, Synergy_ZIP=2.29, Synergy_Bliss=1.85, Synergy_Loewe=-2.99, Synergy_HSA=-2.86. (2) Drug 1: CS(=O)(=O)C1=CC(=C(C=C1)C(=O)NC2=CC(=C(C=C2)Cl)C3=CC=CC=N3)Cl. Drug 2: C1CCC(C1)C(CC#N)N2C=C(C=N2)C3=C4C=CNC4=NC=N3. Cell line: EKVX. Synergy scores: CSS=16.3, Synergy_ZIP=0.677, Synergy_Bliss=6.65, Synergy_Loewe=5.02, Synergy_HSA=7.86. (3) Drug 1: CC1=C(C=C(C=C1)C(=O)NC2=CC(=CC(=C2)C(F)(F)F)N3C=C(N=C3)C)NC4=NC=CC(=N4)C5=CN=CC=C5. Drug 2: CCC1(C2=C(COC1=O)C(=O)N3CC4=CC5=C(C=CC(=C5CN(C)C)O)N=C4C3=C2)O.Cl. Cell line: SW-620. Synergy scores: CSS=22.1, Synergy_ZIP=0.344, Synergy_Bliss=-2.23, Synergy_Loewe=-25.7, Synergy_HSA=-4.15. (4) Drug 1: CC12CCC3C(C1CCC2OP(=O)(O)O)CCC4=C3C=CC(=C4)OC(=O)N(CCCl)CCCl.[Na+]. Drug 2: CC1C(C(CC(O1)OC2CC(CC3=C2C(=C4C(=C3O)C(=O)C5=CC=CC=C5C4=O)O)(C(=O)C)O)N)O. Cell line: CCRF-CEM. Synergy scores: CSS=44.7, Synergy_ZIP=5.62, Synergy_Bliss=5.04, Synergy_Loewe=-9.53, Synergy_HSA=6.13. (5) Cell line: COLO 205. Drug 1: C#CCC(CC1=CN=C2C(=N1)C(=NC(=N2)N)N)C3=CC=C(C=C3)C(=O)NC(CCC(=O)O)C(=O)O. Synergy scores: CSS=2.02, Synergy_ZIP=0.137, Synergy_Bliss=-5.81, Synergy_Loewe=1.87, Synergy_HSA=-7.16. Drug 2: COC1=C2C(=CC3=C1OC=C3)C=CC(=O)O2. (6) Drug 1: CCCS(=O)(=O)NC1=C(C(=C(C=C1)F)C(=O)C2=CNC3=C2C=C(C=N3)C4=CC=C(C=C4)Cl)F. Drug 2: CCN(CC)CCCC(C)NC1=C2C=C(C=CC2=NC3=C1C=CC(=C3)Cl)OC. Cell line: SNB-75. Synergy scores: CSS=15.1, Synergy_ZIP=-1.19, Synergy_Bliss=3.84, Synergy_Loewe=-6.94, Synergy_HSA=2.46.